Task: Regression. Given two drug SMILES strings and cell line genomic features, predict the synergy score measuring deviation from expected non-interaction effect.. Dataset: NCI-60 drug combinations with 297,098 pairs across 59 cell lines (1) Drug 1: C1CC(C1)(C(=O)O)C(=O)O.[NH2-].[NH2-].[Pt+2]. Drug 2: C1=CC=C(C=C1)NC(=O)CCCCCCC(=O)NO. Cell line: SW-620. Synergy scores: CSS=53.5, Synergy_ZIP=0.163, Synergy_Bliss=2.22, Synergy_Loewe=-6.00, Synergy_HSA=1.82. (2) Drug 1: CCN(CC)CCCC(C)NC1=C2C=C(C=CC2=NC3=C1C=CC(=C3)Cl)OC. Drug 2: CC(C)CN1C=NC2=C1C3=CC=CC=C3N=C2N. Cell line: MDA-MB-231. Synergy scores: CSS=26.0, Synergy_ZIP=-1.60, Synergy_Bliss=3.99, Synergy_Loewe=5.23, Synergy_HSA=4.15. (3) Drug 1: CCC1=C2CN3C(=CC4=C(C3=O)COC(=O)C4(CC)O)C2=NC5=C1C=C(C=C5)O. Drug 2: CC1CCCC2(C(O2)CC(NC(=O)CC(C(C(=O)C(C1O)C)(C)C)O)C(=CC3=CSC(=N3)C)C)C. Cell line: SF-268. Synergy scores: CSS=49.0, Synergy_ZIP=-3.29, Synergy_Bliss=-1.98, Synergy_Loewe=0.572, Synergy_HSA=3.32. (4) Drug 1: CC12CCC(CC1=CCC3C2CCC4(C3CC=C4C5=CN=CC=C5)C)O. Drug 2: CN(C(=O)NC(C=O)C(C(C(CO)O)O)O)N=O. Cell line: NCI/ADR-RES. Synergy scores: CSS=1.76, Synergy_ZIP=-3.18, Synergy_Bliss=-3.33, Synergy_Loewe=-8.65, Synergy_HSA=-4.09.